This data is from Reaction yield outcomes from USPTO patents with 853,638 reactions. The task is: Predict the reaction yield, written as a fraction of the theoretical maximum amount of product (1.0 means a 100% yield; for example, 0.34 means a 34% yield). (1) The reactants are C([N:8]1[CH2:16][C:15]2[C:10](=[CH:11][CH:12]=[C:13]([CH2:17][OH:18])[CH:14]=2)[CH2:9]1)C1C=CC=CC=1. The catalyst is [Pd].C(O)C. The product is [CH2:9]1[C:10]2[C:15](=[CH:14][C:13]([CH2:17][OH:18])=[CH:12][CH:11]=2)[CH2:16][NH:8]1. The yield is 1.00. (2) The reactants are [OH2:1].[NH2:2][C:3]1[CH:8]=[CH:7][C:6]([NH:9][C:10](=[O:16])/[CH:11]=[CH:12]\[C:13]([OH:15])=[O:14])=[CH:5][CH:4]=1.O.O.O.O.O.O.O.O.[OH-].[Ba+2:26].[OH-]. The catalyst is O. The product is [OH2:14].[OH2:1].[NH2:2][C:3]1[CH:4]=[CH:5][C:6]([NH:9][C:10](=[O:16])/[CH:11]=[CH:12]\[C:13]([O-:15])=[O:14])=[CH:7][CH:8]=1.[NH2:2][C:3]1[CH:4]=[CH:5][C:6]([NH:9][C:10](=[O:16])/[CH:11]=[CH:12]\[C:13]([O-:15])=[O:14])=[CH:7][CH:8]=1.[Ba+2:26]. The yield is 0.983. (3) The reactants are O[CH:2]1[C:11]2[N:10]=[CH:9][CH:8]=[C:7]([O:12][CH3:13])[C:6]=2[CH2:5][CH2:4][CH2:3]1.[NH2:14]C1C2N=CC=CC=2CCC1. No catalyst specified. The product is [NH2:14][CH:2]1[C:11]2[N:10]=[CH:9][CH:8]=[C:7]([O:12][CH3:13])[C:6]=2[CH2:5][CH2:4][CH2:3]1. The yield is 0.680. (4) The reactants are COP([O-])(OC)=O.[C:8]1([I+:14][C:15]2[CH:20]=[CH:19][CH:18]=[CH:17][CH:16]=2)[CH:13]=[CH:12][CH:11]=[CH:10][CH:9]=1.[F:21][C:22]([F:28])([F:27])[S:23]([OH:26])(=[O:25])=[O:24]. The catalyst is C(Cl)Cl. The product is [O-:26][S:23]([C:22]([F:28])([F:27])[F:21])(=[O:25])=[O:24].[C:15]1([I+:14][C:8]2[CH:9]=[CH:10][CH:11]=[CH:12][CH:13]=2)[CH:16]=[CH:17][CH:18]=[CH:19][CH:20]=1. The yield is 0.720.